This data is from Catalyst prediction with 721,799 reactions and 888 catalyst types from USPTO. The task is: Predict which catalyst facilitates the given reaction. (1) Reactant: [CH2:1]([O:8][C:9]([NH:11][CH2:12][CH2:13][N:14]([CH2:37][CH2:38][NH:39][C:40]([O:42][CH2:43][C:44]1[CH:49]=[CH:48][CH:47]=[CH:46][CH:45]=1)=[O:41])[CH2:15][CH2:16][CH2:17][C@H:18]([N:22](C(OC(C)(C)C)=O)C(OC(C)(C)C)=O)[C:19]([OH:21])=[O:20])=[O:10])[C:2]1[CH:7]=[CH:6][CH:5]=[CH:4][CH:3]=1. Product: [NH2:22][C@@H:18]([CH2:17][CH2:16][CH2:15][N:14]([CH2:37][CH2:38][NH:39][C:40]([O:42][CH2:43][C:44]1[CH:45]=[CH:46][CH:47]=[CH:48][CH:49]=1)=[O:41])[CH2:13][CH2:12][NH:11][C:9]([O:8][CH2:1][C:2]1[CH:3]=[CH:4][CH:5]=[CH:6][CH:7]=1)=[O:10])[C:19]([OH:21])=[O:20]. The catalyst class is: 67. (2) Reactant: [CH:1](=[N:8][NH:9][C:10]1[CH:19]=[CH:18][C:13]([C:14]([O:16][CH3:17])=[O:15])=[CH:12][CH:11]=1)[C:2]1[CH:7]=[CH:6][CH:5]=[CH:4][CH:3]=1.[H-].[Na+].I[CH3:23].[NH4+].[Cl-]. Product: [CH:1](=[N:8][N:9]([C:10]1[CH:11]=[CH:12][C:13]([C:14]([O:16][CH3:17])=[O:15])=[CH:18][CH:19]=1)[CH3:23])[C:2]1[CH:3]=[CH:4][CH:5]=[CH:6][CH:7]=1. The catalyst class is: 1. (3) Reactant: [CH3:1][C:2]1([CH3:33])[CH2:11][CH:10]=[C:9]([C:12]2[CH:17]=[CH:16][C:15]([CH3:18])=[CH:14][CH:13]=2)[C:8]2[CH:7]=[C:6]([C:19]([NH:21][C:22]3[CH:32]=[CH:31][C:25]([C:26]([O:28]CC)=[O:27])=[CH:24][CH:23]=3)=[O:20])[CH:5]=[CH:4][C:3]1=2.[OH-].[Na+]. Product: [CH3:1][C:2]1([CH3:33])[CH2:11][CH:10]=[C:9]([C:12]2[CH:17]=[CH:16][C:15]([CH3:18])=[CH:14][CH:13]=2)[C:8]2[CH:7]=[C:6]([C:19]([NH:21][C:22]3[CH:23]=[CH:24][C:25]([C:26]([OH:28])=[O:27])=[CH:31][CH:32]=3)=[O:20])[CH:5]=[CH:4][C:3]1=2. The catalyst class is: 301. (4) Reactant: [N:1]1[C:9]2[C:4](=[N:5][CH:6]=[CH:7][CH:8]=2)[NH:3][C:2]=1[CH2:10][C:11]#[N:12].[CH3:13][C:14]1[S:15][CH:16]=[C:17]([CH:19]([C:25](=O)[CH3:26])[C:20](OCC)=[O:21])[N:18]=1.C([O-])(=O)C.[NH4+].O. The catalyst class is: 5. Product: [CH3:26][C:25]1[CH:19]([C:17]2[N:18]=[C:14]([CH3:13])[S:15][CH:16]=2)[C:20](=[O:21])[N:1]2[C:9]3[CH:8]=[CH:7][CH:6]=[N:5][C:4]=3[N:3]=[C:2]2[C:10]=1[C:11]#[N:12].